From a dataset of Forward reaction prediction with 1.9M reactions from USPTO patents (1976-2016). Predict the product of the given reaction. Given the reactants [N:1]([Si](C)(C)C)=[N+:2]=[N-:3].C(O)(=O)C.[CH2:12]([O:14][CH:15]1[O:19][C:18](=[O:20])[CH:17]=[CH:16]1)[CH3:13].N12CCCN=C1CCCCC2, predict the reaction product. The product is: [N:1]([CH:16]1[CH:15]([O:14][CH2:12][CH3:13])[O:19][C:18](=[O:20])[CH2:17]1)=[N+:2]=[N-:3].